From a dataset of Peptide-MHC class I binding affinity with 185,985 pairs from IEDB/IMGT. Regression. Given a peptide amino acid sequence and an MHC pseudo amino acid sequence, predict their binding affinity value. This is MHC class I binding data. (1) The peptide sequence is HCIDKTPGL. The MHC is HLA-B58:01 with pseudo-sequence HLA-B58:01. The binding affinity (normalized) is 0.0847. (2) The peptide sequence is SQFSYKELYV. The MHC is HLA-A02:02 with pseudo-sequence HLA-A02:02. The binding affinity (normalized) is 0.755.